Dataset: Forward reaction prediction with 1.9M reactions from USPTO patents (1976-2016). Task: Predict the product of the given reaction. (1) Given the reactants [NH2:1][C:2](=[O:36])[CH2:3][CH2:4][C@H:5]([NH:13][C:14]([C:16]1[C:17](=[O:35])[N:18]([CH:22]([C:29]2[CH:34]=[CH:33][CH:32]=[CH:31][CH:30]=2)[C:23]2[CH:28]=[CH:27][CH:26]=[CH:25][CH:24]=2)[CH:19]=[CH:20][CH:21]=1)=[O:15])[C:6]([O:8]C(C)(C)C)=[O:7], predict the reaction product. The product is: [NH2:1][C:2](=[O:36])[CH2:3][CH2:4][C@H:5]([NH:13][C:14]([C:16]1[C:17](=[O:35])[N:18]([CH:22]([C:29]2[CH:34]=[CH:33][CH:32]=[CH:31][CH:30]=2)[C:23]2[CH:28]=[CH:27][CH:26]=[CH:25][CH:24]=2)[CH:19]=[CH:20][CH:21]=1)=[O:15])[C:6]([OH:8])=[O:7]. (2) Given the reactants [CH3:1][C@@H:2]1[O:7][C@@H:6]([O:8][C@H:9]2[C@H:14]([O:15][C:16]3[C:17]4[O:71][C:67]5=[C:68]([Cl:70])[CH:69]=[C:64]([CH:65]=[CH:66]5)[C@@H:63]([OH:72])[C@@H:62]5[NH:73][C:74](=[O:75])[C@@H:43]([C:44]6[CH:45]=[CH:46][C:47]([OH:79])=[C:48]([C:50]7[C:55]([OH:56])=[CH:54][C:53]([OH:57])=[CH:52][C:51]=7[C@@H:58]([C:76]([OH:78])=[O:77])[NH:59][C:60]5=[O:61])[CH:49]=6)[NH:42][C:40](=[O:41])[C@H:39]5[C:19](=[CH:20][C:21]=3[O:22][C:23]3[CH:24]=[CH:25][C:26]([C@@H:30]([OH:94])[C@@H:31]([NH:84][C:85]([C@H:87]([NH:92][CH3:93])[CH2:88][CH:89]([CH3:91])[CH3:90])=[O:86])[C:32]([NH:34][C@@H:35]([CH2:80][C:81]([NH2:83])=[O:82])[C:36]([NH:38]5)=[O:37])=[O:33])=[CH:27][C:28]=3[Cl:29])[CH:18]=4)[O:13][C@H:12]([CH2:95][OH:96])[C@@H:11]([OH:97])[C@@H:10]2[OH:98])[CH2:5][C@@:4]([NH2:100])([CH3:99])[C@@H:3]1[OH:101].Cl, predict the reaction product. The product is: [CH3:1][C@@H:2]1[O:7][C@@H:6]([O:8][C@H:9]2[C@H:14]([O:15][C:16]3[C:17]4[O:71][C:67]5=[C:68]([Cl:70])[CH:69]=[C:64]([CH:65]=[CH:66]5)[C@@H:63]([OH:72])[C@@H:62]5[NH:73][C:74](=[O:75])[C@@H:43]([C:44]6[CH:45]=[CH:46][C:47]([OH:79])=[C:48]([C:50]7[C:55]([OH:56])=[CH:54][C:53]([OH:57])=[CH:52][C:51]=7[C@@H:58]([C:76]([OH:78])=[O:77])[NH:59][C:60]5=[O:61])[CH:49]=6)[NH:42][C:40](=[O:41])[C@H:39]5[C:19](=[CH:20][C:21]=3[O:22][C:23]3[CH:24]=[CH:25][C:26]([C@@H:30]([OH:94])[C@@H:31]([NH:84][C:85]([C@H:87]([NH:92][CH3:93])[CH2:88][CH:89]([CH3:90])[CH3:91])=[O:86])[C:32]([NH:34][C@@H:35]([CH2:80][C:81]([NH2:83])=[O:82])[C:36]([NH:38]5)=[O:37])=[O:33])=[CH:27][C:28]=3[Cl:29])[CH:18]=4)[O:13][C@H:12]([CH2:95][OH:96])[C@@H:11]([OH:97])[C@@H:10]2[OH:98])[CH2:5][C@@:4]([NH2:100])([CH3:99])[C@@H:3]1[OH:101]. (3) Given the reactants [C:1]([O:5][C:6](=[O:31])[CH2:7][O:8][C:9]1[C:14]2[CH2:15][CH2:16][CH2:17][CH2:18][CH:19]([NH:20][S:21]([C:24]3[CH:29]=[CH:28][CH:27]=[C:26](Br)[CH:25]=3)(=[O:23])=[O:22])[C:13]=2[CH:12]=[CH:11][CH:10]=1)([CH3:4])([CH3:3])[CH3:2].[CH:32]([C:35]1[CH:36]=[C:37](B(O)O)[CH:38]=[CH:39][CH:40]=1)([CH3:34])[CH3:33].C([O-])([O-])=O.[K+].[K+], predict the reaction product. The product is: [C:1]([O:5][C:6](=[O:31])[CH2:7][O:8][C:9]1[C:14]2[CH2:15][CH2:16][CH2:17][CH2:18][CH:19]([NH:20][S:21]([C:24]3[CH:25]=[C:26]([C:39]4[CH:38]=[CH:37][CH:36]=[C:35]([CH:32]([CH3:34])[CH3:33])[CH:40]=4)[CH:27]=[CH:28][CH:29]=3)(=[O:23])=[O:22])[C:13]=2[CH:12]=[CH:11][CH:10]=1)([CH3:4])([CH3:3])[CH3:2]. (4) Given the reactants [Cl:1][C:2]1[CH:3]=[C:4]2[C:9](=[CH:10][CH:11]=1)[CH:8]=[C:7]([S:12]([NH:15][C@H:16]1[CH2:20][CH2:19][N:18]([C@@H:21]([CH3:25])[C:22]([OH:24])=O)[C:17]1=[O:26])(=[O:14])=[O:13])[CH:6]=[CH:5]2.Cl.CN(C)CCCN=C=NCC.C1C=CC2N(O)N=NC=2C=1.[NH:49]1[CH2:54][CH2:53][O:52][CH2:51][CH2:50]1, predict the reaction product. The product is: [Cl:1][C:2]1[CH:3]=[C:4]2[C:9](=[CH:10][CH:11]=1)[CH:8]=[C:7]([S:12]([NH:15][C@H:16]1[CH2:20][CH2:19][N:18]([C@@H:21]([CH3:25])[C:22]([N:49]3[CH2:54][CH2:53][O:52][CH2:51][CH2:50]3)=[O:24])[C:17]1=[O:26])(=[O:13])=[O:14])[CH:6]=[CH:5]2.